This data is from Reaction yield outcomes from USPTO patents with 853,638 reactions. The task is: Predict the reaction yield, written as a fraction of the theoretical maximum amount of product (1.0 means a 100% yield; for example, 0.34 means a 34% yield). (1) The reactants are [C:1]([O:5][C:6](=[O:36])[NH:7][C:8]1([C:12]2[CH:17]=[CH:16][C:15]([C:18]3[C:27](=[N:28][OH:29])[C:26]4[C:21](=[CH:22][CH:23]=[CH:24][CH:25]=4)[O:20][C:19]=3[C:30]3[CH:35]=[CH:34][CH:33]=[CH:32][CH:31]=3)=[CH:14][CH:13]=2)[CH2:11][CH2:10][CH2:9]1)([CH3:4])([CH3:3])[CH3:2].[C:37](=O)([O-])[O-].[K+].[K+].IC.C(=O)([O-])[O-].[Cs+].[Cs+]. The catalyst is CN(C=O)C. The product is [C:1]([O:5][C:6](=[O:36])[NH:7][C:8]1([C:12]2[CH:17]=[CH:16][C:15]([C:18]3[C:27](=[N:28][O:29][CH3:37])[C:26]4[C:21](=[CH:22][CH:23]=[CH:24][CH:25]=4)[O:20][C:19]=3[C:30]3[CH:31]=[CH:32][CH:33]=[CH:34][CH:35]=3)=[CH:14][CH:13]=2)[CH2:11][CH2:10][CH2:9]1)([CH3:4])([CH3:2])[CH3:3]. The yield is 0.900. (2) The yield is 0.270. The reactants are [CH3:1][O:2][P:3]([Cl:6])([Cl:5])=[O:4].[N:7]1[CH:12]=[CH:11][CH:10]=[CH:9][CH:8]=1. No catalyst specified. The product is [P:3]([Cl:6])([Cl:5])([O-:4])=[O:2].[CH3:1][N+:7]1[CH:12]=[CH:11][CH:10]=[CH:9][CH:8]=1.